From a dataset of Catalyst prediction with 721,799 reactions and 888 catalyst types from USPTO. Predict which catalyst facilitates the given reaction. (1) Reactant: C([N:8]1[CH2:13][CH2:12][CH:11]([N:14]2[CH2:19][CH2:18][N:17]([C:20]3[CH:25]=[CH:24][CH:23]=[CH:22][C:21]=3[O:26][CH3:27])[CH2:16][CH2:15]2)[CH2:10][CH2:9]1)C1C=CC=CC=1.C(O)(=O)C. Product: [CH3:27][O:26][C:21]1[CH:22]=[CH:23][CH:24]=[CH:25][C:20]=1[N:17]1[CH2:16][CH2:15][N:14]([CH:11]2[CH2:12][CH2:13][NH:8][CH2:9][CH2:10]2)[CH2:19][CH2:18]1. The catalyst class is: 29. (2) Reactant: C1(C)C=CC=CC=1.[OH:8][CH2:9][CH2:10][S:11][C:12]1[CH:17]=[CH:16][C:15]([C:18]([C:20]2[CH:25]=[CH:24][CH:23]=[CH:22][CH:21]=2)=[O:19])=[CH:14][CH:13]=1.C[O:27][C:28](=O)[C:29]1[CH:34]=[CH:33][C:32]([CH2:35][N:36]2[CH2:41][CH2:40][CH2:39][N:38]3[CH2:42][CH2:43][CH2:44][CH:37]23)=[CH:31][CH:30]=1.[H-].[Li+]. Product: [C:18]([C:15]1[CH:16]=[CH:17][C:12]([S:11][CH2:10][CH2:9][O:8][C:28](=[O:27])[C:29]2[CH:30]=[CH:31][C:32]([CH2:35][N:36]3[CH2:41][CH2:40][CH2:39][N:38]4[CH2:42][CH2:43][CH2:44][CH:37]34)=[CH:33][CH:34]=2)=[CH:13][CH:14]=1)(=[O:19])[C:20]1[CH:25]=[CH:24][CH:23]=[CH:22][CH:21]=1. The catalyst class is: 6. (3) Reactant: [CH3:1][C:2]1[S:6][C:5]2[C:7]([C:11](O)=[O:12])=[CH:8][CH:9]=[CH:10][C:4]=2[CH:3]=1. Product: [CH3:1][C:2]1[S:6][C:5]2[C:7]([CH2:11][OH:12])=[CH:8][CH:9]=[CH:10][C:4]=2[CH:3]=1. The catalyst class is: 7. (4) The catalyst class is: 11. Reactant: [F:1][C:2]1[CH:7]=[C:6]([NH2:8])[CH:5]=[CH:4][C:3]=1[N:9]([CH2:16][CH2:17][CH2:18][CH2:19][CH2:20][CH3:21])[CH2:10][CH2:11][CH2:12][CH2:13][CH2:14][CH3:15].[C:22]([CH:25]=[C:26]=[O:27])(=[O:24])[CH3:23]. Product: [CH2:10]([N:9]([CH2:16][CH2:17][CH2:18][CH2:19][CH2:20][CH3:21])[C:3]1[CH:4]=[CH:5][C:6]([NH:8][C:26](=[O:27])[CH2:25][C:22](=[O:24])[CH3:23])=[CH:7][C:2]=1[F:1])[CH2:11][CH2:12][CH2:13][CH2:14][CH3:15]. (5) Reactant: C[O:2][C:3]([C:5]1[CH:10]=[CH:9][CH:8]=[C:7]([S:11][CH:12]([CH3:14])[CH3:13])[N:6]=1)=O.[Li+].[BH4-].O. Product: [CH:12]([S:11][C:7]1[N:6]=[C:5]([CH2:3][OH:2])[CH:10]=[CH:9][CH:8]=1)([CH3:14])[CH3:13]. The catalyst class is: 1.